Task: Regression. Given two drug SMILES strings and cell line genomic features, predict the synergy score measuring deviation from expected non-interaction effect.. Dataset: NCI-60 drug combinations with 297,098 pairs across 59 cell lines (1) Drug 1: CC1C(C(CC(O1)OC2CC(CC3=C2C(=C4C(=C3O)C(=O)C5=C(C4=O)C(=CC=C5)OC)O)(C(=O)CO)O)N)O.Cl. Drug 2: C1C(C(OC1N2C=NC(=NC2=O)N)CO)O. Cell line: NCI-H322M. Synergy scores: CSS=10.9, Synergy_ZIP=-1.59, Synergy_Bliss=-1.52, Synergy_Loewe=8.49, Synergy_HSA=1.29. (2) Drug 1: CCC1(CC2CC(C3=C(CCN(C2)C1)C4=CC=CC=C4N3)(C5=C(C=C6C(=C5)C78CCN9C7C(C=CC9)(C(C(C8N6C=O)(C(=O)OC)O)OC(=O)C)CC)OC)C(=O)OC)O.OS(=O)(=O)O. Drug 2: CN1C2=C(C=C(C=C2)N(CCCl)CCCl)N=C1CCCC(=O)O.Cl. Cell line: NCIH23. Synergy scores: CSS=0.956, Synergy_ZIP=1.83, Synergy_Bliss=5.04, Synergy_Loewe=-1.68, Synergy_HSA=0.742. (3) Drug 1: C1=CC(=CC=C1CC(C(=O)O)N)N(CCCl)CCCl.Cl. Drug 2: CCN(CC)CCNC(=O)C1=C(NC(=C1C)C=C2C3=C(C=CC(=C3)F)NC2=O)C. Cell line: MDA-MB-435. Synergy scores: CSS=-9.59, Synergy_ZIP=3.85, Synergy_Bliss=0.544, Synergy_Loewe=-8.43, Synergy_HSA=-5.94. (4) Drug 1: CCC1=CC2CC(C3=C(CN(C2)C1)C4=CC=CC=C4N3)(C5=C(C=C6C(=C5)C78CCN9C7C(C=CC9)(C(C(C8N6C)(C(=O)OC)O)OC(=O)C)CC)OC)C(=O)OC.C(C(C(=O)O)O)(C(=O)O)O. Drug 2: C1=CN(C(=O)N=C1N)C2C(C(C(O2)CO)O)O.Cl. Cell line: EKVX. Synergy scores: CSS=40.1, Synergy_ZIP=-10.7, Synergy_Bliss=-10.7, Synergy_Loewe=-11.7, Synergy_HSA=-8.58. (5) Drug 1: CC1=C(C=C(C=C1)C(=O)NC2=CC(=CC(=C2)C(F)(F)F)N3C=C(N=C3)C)NC4=NC=CC(=N4)C5=CN=CC=C5. Drug 2: CC(C)NC(=O)C1=CC=C(C=C1)CNNC.Cl. Cell line: EKVX. Synergy scores: CSS=-3.31, Synergy_ZIP=1.04, Synergy_Bliss=-1.98, Synergy_Loewe=-0.547, Synergy_HSA=-5.50.